Dataset: Peptide-MHC class I binding affinity with 185,985 pairs from IEDB/IMGT. Task: Regression. Given a peptide amino acid sequence and an MHC pseudo amino acid sequence, predict their binding affinity value. This is MHC class I binding data. (1) The peptide sequence is EEAIRHVRAW. The MHC is HLA-B44:03 with pseudo-sequence HLA-B44:03. The binding affinity (normalized) is 0.755. (2) The peptide sequence is FIRYGDASL. The MHC is HLA-A26:01 with pseudo-sequence HLA-A26:01. The binding affinity (normalized) is 0.0847. (3) The peptide sequence is KTTLFHTFK. The MHC is HLA-A02:02 with pseudo-sequence HLA-A02:02. The binding affinity (normalized) is 0.0647. (4) The peptide sequence is CTGLEQEQM. The binding affinity (normalized) is 0. The MHC is Mamu-B1001 with pseudo-sequence Mamu-B1001. (5) The peptide sequence is LVFNSISAR. The MHC is HLA-A03:01 with pseudo-sequence HLA-A03:01. The binding affinity (normalized) is 0.867. (6) The peptide sequence is AYISSEATTPV. The MHC is Mamu-B8301 with pseudo-sequence Mamu-B8301. The binding affinity (normalized) is 0. (7) The peptide sequence is TQLPSKPHY. The MHC is HLA-B48:01 with pseudo-sequence HLA-B48:01. The binding affinity (normalized) is 0.0847. (8) The peptide sequence is SLVIVTTFV. The MHC is HLA-A68:01 with pseudo-sequence HLA-A68:01. The binding affinity (normalized) is 0.158.